From a dataset of Merck oncology drug combination screen with 23,052 pairs across 39 cell lines. Regression. Given two drug SMILES strings and cell line genomic features, predict the synergy score measuring deviation from expected non-interaction effect. Drug 1: CCc1cnn2c(NCc3ccc[n+]([O-])c3)cc(N3CCCCC3CCO)nc12. Drug 2: Cn1cc(-c2cnn3c(N)c(Br)c(C4CCCNC4)nc23)cn1. Cell line: EFM192B. Synergy scores: synergy=-0.960.